This data is from NCI-60 drug combinations with 297,098 pairs across 59 cell lines. The task is: Regression. Given two drug SMILES strings and cell line genomic features, predict the synergy score measuring deviation from expected non-interaction effect. (1) Drug 1: C1=NC2=C(N=C(N=C2N1C3C(C(C(O3)CO)O)O)F)N. Drug 2: CC1CCC2CC(C(=CC=CC=CC(CC(C(=O)C(C(C(=CC(C(=O)CC(OC(=O)C3CCCCN3C(=O)C(=O)C1(O2)O)C(C)CC4CCC(C(C4)OC)O)C)C)O)OC)C)C)C)OC. Cell line: SNB-75. Synergy scores: CSS=-0.698, Synergy_ZIP=-1.42, Synergy_Bliss=-3.77, Synergy_Loewe=-6.34, Synergy_HSA=-4.26. (2) Drug 1: C1=CC(=CC=C1CCCC(=O)O)N(CCCl)CCCl. Drug 2: B(C(CC(C)C)NC(=O)C(CC1=CC=CC=C1)NC(=O)C2=NC=CN=C2)(O)O. Cell line: T-47D. Synergy scores: CSS=23.8, Synergy_ZIP=-4.73, Synergy_Bliss=-1.81, Synergy_Loewe=-2.33, Synergy_HSA=-2.55. (3) Drug 1: CC1C(C(CC(O1)OC2CC(CC3=C2C(=C4C(=C3O)C(=O)C5=C(C4=O)C(=CC=C5)OC)O)(C(=O)C)O)N)O.Cl. Drug 2: C1CCC(CC1)NC(=O)N(CCCl)N=O. Cell line: SNB-19. Synergy scores: CSS=41.7, Synergy_ZIP=6.02, Synergy_Bliss=7.57, Synergy_Loewe=-3.53, Synergy_HSA=10.3. (4) Drug 1: C1=CC(=CC=C1CCCC(=O)O)N(CCCl)CCCl. Drug 2: C1CN(P(=O)(OC1)NCCCl)CCCl. Cell line: HS 578T. Synergy scores: CSS=5.30, Synergy_ZIP=-5.46, Synergy_Bliss=-13.1, Synergy_Loewe=-19.9, Synergy_HSA=-13.6. (5) Drug 1: C1CCC(C1)C(CC#N)N2C=C(C=N2)C3=C4C=CNC4=NC=N3. Drug 2: CC12CCC(CC1=CCC3C2CCC4(C3CC=C4C5=CN=CC=C5)C)O. Cell line: SF-539. Synergy scores: CSS=13.2, Synergy_ZIP=-3.43, Synergy_Bliss=3.15, Synergy_Loewe=4.17, Synergy_HSA=4.69.